This data is from Forward reaction prediction with 1.9M reactions from USPTO patents (1976-2016). The task is: Predict the product of the given reaction. (1) Given the reactants [Br:1][C:2]1[CH:8]=[CH:7][CH:6]=[CH:5][C:3]=1[NH2:4].N1C=CC=CC=1.[F:15][C:16]([F:29])([F:28])[S:17](O[S:17]([C:16]([F:29])([F:28])[F:15])(=[O:19])=[O:18])(=[O:19])=[O:18], predict the reaction product. The product is: [Br:1][C:2]1[CH:8]=[CH:7][CH:6]=[CH:5][C:3]=1[NH:4][S:17]([C:16]([F:29])([F:28])[F:15])(=[O:19])=[O:18]. (2) Given the reactants [NH2:1][C:2]1[CH:3]=[C:4]([C:8]2[C:18]([C:19]3[CH:24]=[CH:23][N:22]=[C:21]([NH:25][C:26]4[CH:31]=[CH:30][CH:29]=[C:28]([O:32][CH2:33][CH2:34][N:35]([CH3:37])[CH3:36])[CH:27]=4)[N:20]=3)=[C:11]3[CH:12]=[CH:13][C:14]([O:16][CH3:17])=[CH:15][N:10]3[N:9]=2)[CH:5]=[CH:6][CH:7]=1.[C:38]1([C:44]2([C:47](O)=[O:48])[CH2:46][CH2:45]2)[CH:43]=[CH:42][CH:41]=[CH:40][CH:39]=1.C(N(C(C)C)CC)(C)C.CN(C(ON1N=NC2C=CC=NC1=2)=[N+](C)C)C.F[P-](F)(F)(F)(F)F, predict the reaction product. The product is: [CH3:37][N:35]([CH3:36])[CH2:34][CH2:33][O:32][C:28]1[CH:27]=[C:26]([NH:25][C:21]2[N:20]=[C:19]([C:18]3[C:8]([C:4]4[CH:3]=[C:2]([NH:1][C:47]([C:44]5([C:38]6[CH:43]=[CH:42][CH:41]=[CH:40][CH:39]=6)[CH2:46][CH2:45]5)=[O:48])[CH:7]=[CH:6][CH:5]=4)=[N:9][N:10]4[CH:15]=[C:14]([O:16][CH3:17])[CH:13]=[CH:12][C:11]=34)[CH:24]=[CH:23][N:22]=2)[CH:31]=[CH:30][CH:29]=1. (3) The product is: [CH3:14][N:13]([CH3:15])[C:11]1[S:12][C:8]([C:6]2[CH:5]=[CH:4][N:3]=[C:2]([NH:45][C:41]3[CH:42]=[CH:43][CH:44]=[C:39]([CH2:38][N:33]4[CH2:34][CH2:35][CH2:36][CH2:37]4)[CH:40]=3)[N:7]=2)=[C:9]([C:16]2[CH:17]=[C:18]([NH:22][C:23](=[O:32])[C:24]3[C:29]([F:30])=[CH:28][CH:27]=[CH:26][C:25]=3[F:31])[CH:19]=[CH:20][CH:21]=2)[N:10]=1. Given the reactants Cl[C:2]1[N:7]=[C:6]([C:8]2[S:12][C:11]([N:13]([CH3:15])[CH3:14])=[N:10][C:9]=2[C:16]2[CH:17]=[C:18]([NH:22][C:23](=[O:32])[C:24]3[C:29]([F:30])=[CH:28][CH:27]=[CH:26][C:25]=3[F:31])[CH:19]=[CH:20][CH:21]=2)[CH:5]=[CH:4][N:3]=1.[N:33]1([CH2:38][C:39]2[CH:40]=[C:41]([NH2:45])[CH:42]=[CH:43][CH:44]=2)[CH2:37][CH2:36][CH2:35][CH2:34]1, predict the reaction product. (4) Given the reactants [CH3:1][O:2][C:3]([C:5]1[CH:14]=[CH:13][C:12]2[C:7](=[CH:8][CH:9]=[C:10]([C:15]([CH2:26][CH3:27])([C:18]3[CH:23]=[CH:22][C:21]([OH:24])=[C:20]([CH3:25])[CH:19]=3)[CH2:16][CH3:17])[CH:11]=2)[CH:6]=1)=[O:4].Br[CH2:29][C:30](=[O:35])[C:31]([CH3:34])([CH3:33])[CH3:32].C(=O)([O-])[O-].[K+].[K+], predict the reaction product. The product is: [CH3:1][O:2][C:3]([C:5]1[CH:14]=[CH:13][C:12]2[C:7](=[CH:8][CH:9]=[C:10]([C:15]([C:18]3[CH:23]=[CH:22][C:21]([O:24][CH2:29][C:30](=[O:35])[C:31]([CH3:34])([CH3:33])[CH3:32])=[C:20]([CH3:25])[CH:19]=3)([CH2:26][CH3:27])[CH2:16][CH3:17])[CH:11]=2)[CH:6]=1)=[O:4]. (5) Given the reactants F[C:2](F)(F)[C:3]([C:5]1[C:10]2[CH:11]([C:13]#[N:14])[CH2:12][C:9]=2[CH:8]=[CH:7][CH:6]=1)=[O:4], predict the reaction product. The product is: [C:3]([C:5]1[C:10]2[CH:11]([C:13]#[N:14])[CH2:12][C:9]=2[CH:8]=[CH:7][CH:6]=1)(=[O:4])[CH3:2]. (6) Given the reactants Cl[C:2]1[CH:3]=[C:4]([CH2:13][CH2:14][C:15]([OH:17])=O)C=N[C:7]=1[C:8]([C:11]#N)(C)C.C1(P(C2C=CC=CC=2)C2C=CC=CC=2)C=CC=CC=1.[CH:47]1[CH:46]=[C:45]([S:44][S:44][C:45]2[N:50]=[CH:49][CH:48]=[CH:47][CH:46]=2)[N:50]=[CH:49][CH:48]=1, predict the reaction product. The product is: [N:50]1[CH:49]=[CH:48][CH:47]=[CH:46][C:45]=1[S:44][C:15](=[O:17])[CH2:14][CH2:13][CH:4]1[CH2:3][CH2:2][CH2:7][CH2:8][CH2:11]1. (7) The product is: [CH2:5]([O:8][C:9]1[C:21]([C:22]([F:24])([F:25])[F:23])=[CH:20][CH:19]=[C:18]([CH2:26][O:27][C:28]2[CH:33]=[CH:32][C:31]([C:34]3[CH:39]=[CH:38][C:37]([CH:40]([C:41]([O:43][CH2:44][CH:45]=[CH2:46])=[O:42])[CH3:3])=[C:36]([Cl:47])[CH:35]=3)=[CH:30][CH:29]=2)[C:10]=1[C:11]([O:13][C:14]([CH3:17])([CH3:16])[CH3:15])=[O:12])[CH:6]=[CH2:7]. Given the reactants [OH-].[Na+].[CH3:3]I.[CH2:5]([O:8][C:9]1[C:21]([C:22]([F:25])([F:24])[F:23])=[CH:20][CH:19]=[C:18]([CH2:26][O:27][C:28]2[CH:33]=[CH:32][C:31]([C:34]3[CH:39]=[CH:38][C:37]([CH2:40][C:41]([O:43][CH2:44][CH:45]=[CH2:46])=[O:42])=[C:36]([Cl:47])[CH:35]=3)=[CH:30][CH:29]=2)[C:10]=1[C:11]([O:13][C:14]([CH3:17])([CH3:16])[CH3:15])=[O:12])[CH:6]=[CH2:7], predict the reaction product.